Dataset: Forward reaction prediction with 1.9M reactions from USPTO patents (1976-2016). Task: Predict the product of the given reaction. (1) Given the reactants [Cl:1][C:2]1[CH:3]=[C:4]([CH:7]=[CH:8][C:9]=1[O:10][CH3:11])[CH:5]=O.[C:12]([NH:15][NH2:16])([NH2:14])=[NH:13].Cl, predict the reaction product. The product is: [ClH:1].[Cl:1][C:2]1[CH:3]=[C:4]([CH:7]=[CH:8][C:9]=1[O:10][CH3:11])[CH:5]=[N:16][NH:15][C:12]([NH2:14])=[NH:13]. (2) Given the reactants Br[N:2]1[C:11]2[C:6](=[CH:7][CH:8]=[CH:9][CH:10]=2)CN[C:3]1=[O:12].[N:13]1([C:19](OC(C)(C)C)=O)CCNCC1.BrNC1C=CC=CC=1.ClC(Cl)(Cl)C(O)[OH:37].Cl.NO, predict the reaction product. The product is: [CH:8]1[CH:9]=[CH:10][C:11]([NH:2][C:3](/[CH:19]=[N:13]/[OH:37])=[O:12])=[CH:6][CH:7]=1. (3) Given the reactants O=[CH:2][C:3]([C:19]1[CH:24]=[CH:23][CH:22]=[CH:21][CH:20]=1)([C:13]1[CH:18]=[CH:17][CH:16]=[CH:15][CH:14]=1)[CH2:4][NH:5][C:6](=[O:12])[O:7][C:8]([CH3:11])([CH3:10])[CH3:9].[CH2:25]([NH2:30])[C:26]([CH3:29])([CH3:28])[CH3:27].C(O[BH-](OC(=O)C)OC(=O)C)(=O)C.[Na+].[BH4-].[Na+].Cl, predict the reaction product. The product is: [CH2:25]([NH:30][CH2:2][C:3]([C:19]1[CH:24]=[CH:23][CH:22]=[CH:21][CH:20]=1)([C:13]1[CH:18]=[CH:17][CH:16]=[CH:15][CH:14]=1)[CH2:4][NH:5][C:6](=[O:12])[O:7][C:8]([CH3:11])([CH3:10])[CH3:9])[C:26]([CH3:29])([CH3:28])[CH3:27]. (4) Given the reactants C([O-:4])(C)C.[Na+].[CH3:6][O:7][C:8]1[CH:9]=[C:10]2[C:14](=[CH:15][CH:16]=1)[NH:13][CH:12]=[C:11]2[CH2:17][C:18]#[N:19].[CH:20]([C:22]1[CH:23]=[C:24]([CH:27]=[CH:28][CH:29]=1)[C:25]#[N:26])=O, predict the reaction product. The product is: [C:18](/[C:17](/[C:11]1[C:10]2[C:14](=[CH:15][CH:16]=[C:8]([O:7][CH3:6])[CH:9]=2)[NH:13][CH:12]=1)=[CH:20]\[C:22]1[CH:23]=[C:24]([CH:27]=[CH:28][CH:29]=1)[C:25]([NH2:26])=[O:4])#[N:19]. (5) Given the reactants C1(P(C2C=CC=CC=2)C2C=CC=CC=2)C=CC=CC=1.BrN1C(=O)CCC1=O.[Cl:28][C:29]1[CH:37]=[C:36]2[C:32]([C:33]([C:41]([OH:43])=O)=[CH:34][N:35]2[CH:38]([CH3:40])[CH3:39])=[CH:31][CH:30]=1.[NH2:44][C:45]1[CH:50]=[CH:49][C:48]([CH3:51])=[CH:47][N:46]=1.C(=O)(O)[O-].[Na+], predict the reaction product. The product is: [CH3:51][C:48]1[CH:49]=[CH:50][C:45]([NH:44][C:41]([C:33]2[C:32]3[C:36](=[CH:37][C:29]([Cl:28])=[CH:30][CH:31]=3)[N:35]([CH:38]([CH3:39])[CH3:40])[CH:34]=2)=[O:43])=[N:46][CH:47]=1.